Dataset: CYP2D6 inhibition data for predicting drug metabolism from PubChem BioAssay. Task: Regression/Classification. Given a drug SMILES string, predict its absorption, distribution, metabolism, or excretion properties. Task type varies by dataset: regression for continuous measurements (e.g., permeability, clearance, half-life) or binary classification for categorical outcomes (e.g., BBB penetration, CYP inhibition). Dataset: cyp2d6_veith. (1) The compound is Clc1ccc(CSc2ncnc3c2ncn3[C@@H]2CCCCO2)cc1. The result is 0 (non-inhibitor). (2) The drug is CC1CC(=O)c2cnc(N)nc2C1. The result is 0 (non-inhibitor). (3) The molecule is Cc1ccc(NCCC(=O)c2ccc(Cl)cc2)cc1. The result is 0 (non-inhibitor). (4) The drug is O=C(NCCc1ccccc1)N1c2ccccc2Sc2ccccc21. The result is 1 (inhibitor). (5) The drug is CCCSc1nc(C)cc(C)c1C(N)=O. The result is 0 (non-inhibitor).